Dataset: Peptide-MHC class II binding affinity with 134,281 pairs from IEDB. Task: Regression. Given a peptide amino acid sequence and an MHC pseudo amino acid sequence, predict their binding affinity value. This is MHC class II binding data. The peptide sequence is CMTVQGGETMNSVIQ. The MHC is DRB1_0401 with pseudo-sequence DRB1_0401. The binding affinity (normalized) is 0.512.